Dataset: Catalyst prediction with 721,799 reactions and 888 catalyst types from USPTO. Task: Predict which catalyst facilitates the given reaction. (1) Reactant: [Br:1][C:2]1[CH:3]=[C:4]([CH:8]([C:10]2[CH:15]=[CH:14][CH:13]=[C:12]([Cl:16])[CH:11]=2)[OH:9])[CH:5]=[CH:6][CH:7]=1.[H-].[Na+].Br[CH2:20][C:21]#[N:22]. Product: [Br:1][C:2]1[CH:3]=[C:4]([CH:8]([C:10]2[CH:15]=[CH:14][CH:13]=[C:12]([Cl:16])[CH:11]=2)[O:9][CH2:20][C:21]#[N:22])[CH:5]=[CH:6][CH:7]=1. The catalyst class is: 23. (2) Reactant: [C:1]1([CH:8]=[CH:7][CH:6]=[C:4]([OH:5])[CH:3]=1)[OH:2].[CH2:9]([CH:11]1[CH2:16][CH2:15][CH:14](O)[CH2:13][CH2:12]1)[CH3:10].C1(P(C2C=CC=CC=2)C2C=CC=CC=2)C=CC=CC=1.N(C(OC(C)C)=O)=NC(OC(C)C)=O. Product: [CH2:9]([CH:11]1[CH2:16][CH2:15][CH:14]([O:2][C:1]2[CH:3]=[C:4]([OH:5])[CH:6]=[CH:7][CH:8]=2)[CH2:13][CH2:12]1)[CH3:10]. The catalyst class is: 7. (3) Reactant: [N:1]1[CH:6]=[CH:5][CH:4]=[CH:3][C:2]=1[C:7]1[CH:11]=[C:10]([C:12]([O:14][CH2:15][CH3:16])=[O:13])[O:9][N:8]=1.[I:17]N1C(=O)CCC1=O. Product: [I:17][C:11]1[C:7]([C:2]2[CH:3]=[CH:4][CH:5]=[CH:6][N:1]=2)=[N:8][O:9][C:10]=1[C:12]([O:14][CH2:15][CH3:16])=[O:13]. The catalyst class is: 524. (4) Reactant: [O:1]1[C:6]2[CH:7]=[CH:8][CH:9]=[CH:10][C:5]=2[NH:4][C:3](=[O:11])[CH2:2]1.Br[CH2:13][C@H:14]([CH3:24])[CH2:15][O:16][Si:17]([C:20]([CH3:23])([CH3:22])[CH3:21])([CH3:19])[CH3:18].C([O-])([O-])=O.[Cs+].[Cs+]. Product: [Si:17]([O:16][CH2:15][CH:14]([CH3:24])[CH2:13][C@H:2]1[C:3](=[O:11])[NH:4][C:5]2[CH:10]=[CH:9][CH:8]=[CH:7][C:6]=2[O:1]1)([C:20]([CH3:21])([CH3:22])[CH3:23])([CH3:18])[CH3:19]. The catalyst class is: 3. (5) Reactant: [F:1][C:2]1[CH:3]=[C:4]2[C:10](I)=[N:9][N:8]([CH2:12][C:13]3[CH:18]=[CH:17][CH:16]=[CH:15][C:14]=3[F:19])[C:5]2=[N:6][CH:7]=1.CCCC[Sn](CCCC)CCCC.CCCC[Sn](CCCC)CCCC.Cl[C:47]1[N:52]=[C:51]([NH2:53])[C:50]([N+:54]([O-:56])=[O:55])=[C:49]([NH2:57])[N:48]=1.O. Product: [F:1][C:2]1[CH:3]=[C:4]2[C:10]([C:47]3[N:48]=[C:49]([NH2:57])[C:50]([N+:54]([O-:56])=[O:55])=[C:51]([NH2:53])[N:52]=3)=[N:9][N:8]([CH2:12][C:13]3[CH:18]=[CH:17][CH:16]=[CH:15][C:14]=3[F:19])[C:5]2=[N:6][CH:7]=1. The catalyst class is: 77.